From a dataset of Forward reaction prediction with 1.9M reactions from USPTO patents (1976-2016). Predict the product of the given reaction. (1) Given the reactants [NH2:1][C:2]1[CH:11]=[C:10]([O:12][CH3:13])[CH:9]=[CH:8][C:3]=1[C:4]([O:6]C)=O.[Cl:14][CH2:15][C:16]#[N:17].Cl, predict the reaction product. The product is: [ClH:14].[Cl:14][CH2:15][C:16]1[N:17]=[C:4]([OH:6])[C:3]2[C:2](=[CH:11][C:10]([O:12][CH3:13])=[CH:9][CH:8]=2)[N:1]=1. (2) Given the reactants [CH3:1][C:2]1[C:7]([C:8]2[CH:17]=[CH:16][C:15]3[C:10](=[CH:11][CH:12]=[C:13]([CH2:18][C:19](O)=[O:20])[CH:14]=3)[N:9]=2)=[CH:6][CH:5]=[CH:4][N:3]=1.[Cl:22][C:23]1[CH:28]=[CH:27][C:26]([CH:29]([C:31]2[CH:36]=[CH:35][CH:34]=[CH:33][CH:32]=2)[NH2:30])=[C:25]([CH3:37])[CH:24]=1, predict the reaction product. The product is: [Cl:22][C:23]1[CH:28]=[CH:27][C:26]([CH:29]([C:31]2[CH:32]=[CH:33][CH:34]=[CH:35][CH:36]=2)[NH:30][C:19](=[O:20])[CH2:18][C:13]2[CH:12]=[C:11]3[C:10](=[CH:15][CH:14]=2)[N:9]=[C:8]([C:7]2[C:2]([CH3:1])=[N:3][CH:4]=[CH:5][CH:6]=2)[CH:17]=[CH:16]3)=[C:25]([CH3:37])[CH:24]=1.